Dataset: Forward reaction prediction with 1.9M reactions from USPTO patents (1976-2016). Task: Predict the product of the given reaction. (1) Given the reactants [Br:1][C:2]1[CH:8]=[CH:7][C:5]([NH2:6])=[C:4]([O:9][C:10]([F:13])([F:12])[F:11])[CH:3]=1.C(=O)([O-])[O-].[K+].[K+].Br[CH2:21][C:22]1[CH:27]=[CH:26][CH:25]=[CH:24][CH:23]=1, predict the reaction product. The product is: [CH2:21]([N:6]([CH2:21][C:22]1[CH:27]=[CH:26][CH:25]=[CH:24][CH:23]=1)[C:5]1[CH:7]=[CH:8][C:2]([Br:1])=[CH:3][C:4]=1[O:9][C:10]([F:11])([F:12])[F:13])[C:22]1[CH:27]=[CH:26][CH:25]=[CH:24][CH:23]=1. (2) The product is: [CH:12]1([N:15]([CH:25]2[CH2:30][CH2:29][N:28]([CH2:2][C:3]3[CH:8]=[CH:7][C:6]([O:9][CH3:10])=[C:5]([CH3:11])[CH:4]=3)[CH2:27][CH2:26]2)[S:16]([C:19]2[CH:24]=[CH:23][CH:22]=[CH:21][CH:20]=2)(=[O:17])=[O:18])[CH2:14][CH2:13]1. Given the reactants Br[CH2:2][C:3]1[CH:8]=[CH:7][C:6]([O:9][CH3:10])=[C:5]([CH3:11])[CH:4]=1.[CH:12]1([N:15]([CH:25]2[CH2:30][CH2:29][NH:28][CH2:27][CH2:26]2)[S:16]([C:19]2[CH:24]=[CH:23][CH:22]=[CH:21][CH:20]=2)(=[O:18])=[O:17])[CH2:14][CH2:13]1, predict the reaction product. (3) Given the reactants [O:1]=[C:2]1[CH:13]2[C:14]3[N:6]([CH:7]=[CH:8][C:9]=3[CH2:10][CH2:11][C@@H:12]2[NH:15][C:16](=[O:19])[O:17][CH3:18])[CH2:5][C@@H:4]([C:20]2[NH:21][C:22]([C:25]3[CH:30]=[CH:29][C:28](B4OC(C)(C)C(C)(C)O4)=[CH:27][CH:26]=3)=[CH:23][N:24]=2)[CH2:3]1.Cl[C:41]1[CH:50]=[CH:49][C:48]2[C:43](=[CH:44][CH:45]=[C:46]([C:51]3[N:52]=[C:53]([C@@H:56]4[CH2:60][CH2:59][CH2:58][N:57]4[C:61]([O:63][C:64]([CH3:67])([CH3:66])[CH3:65])=[O:62])[NH:54][CH:55]=3)[CH:47]=2)[N:42]=1.C(=O)(O)[O-].[Na+].C1(C)C=CC=CC=1, predict the reaction product. The product is: [CH3:18][O:17][C:16]([NH:15][C@@H:12]1[CH:13]2[C:2](=[O:1])[CH2:3][C@H:4]([C:20]3[NH:21][C:22]([C:25]4[CH:30]=[CH:29][C:28]([C:41]5[CH:50]=[CH:49][C:48]6[C:43](=[CH:44][CH:45]=[C:46]([C:51]7[N:52]=[C:53]([C@@H:56]8[CH2:60][CH2:59][CH2:58][N:57]8[C:61]([O:63][C:64]([CH3:67])([CH3:66])[CH3:65])=[O:62])[NH:54][CH:55]=7)[CH:47]=6)[N:42]=5)=[CH:27][CH:26]=4)=[CH:23][N:24]=3)[CH2:5][N:6]3[C:14]2=[C:9]([CH:8]=[CH:7]3)[CH2:10][CH2:11]1)=[O:19]. (4) Given the reactants [NH2:1][CH2:2][CH:3]1[CH2:8][CH2:7][N:6]([C:9]2[N:14]=[C:13](/[CH:15]=[C:16]3/[C:17](=[O:22])[NH:18][C:19](=[O:21])[S:20]/3)[CH:12]=[C:11]([O:23][CH3:24])[N:10]=2)[CH2:5][CH2:4]1.[S:25]1[CH:29]=[CH:28][C:27]([C:30]2[N:35]=[C:34]([CH:36]=O)[CH:33]=[CH:32][CH:31]=2)=[CH:26]1, predict the reaction product. The product is: [CH3:24][O:23][C:11]1[N:10]=[C:9]([N:6]2[CH2:7][CH2:8][CH:3]([CH2:2][NH:1][CH2:36][C:34]3[CH:33]=[CH:32][CH:31]=[C:30]([C:27]4[CH:28]=[CH:29][S:25][CH:26]=4)[N:35]=3)[CH2:4][CH2:5]2)[N:14]=[C:13](/[CH:15]=[C:16]2/[C:17](=[O:22])[NH:18][C:19](=[O:21])[S:20]/2)[CH:12]=1. (5) Given the reactants [CH:1]([N:14]1[CH2:17][C:16](Cl)([C:18]2[CH:23]=[CH:22][CH:21]=[C:20]([CH:24]([CH3:26])[CH3:25])[CH:19]=2)[CH2:15]1)([C:8]1[CH:13]=[CH:12][CH:11]=[CH:10][CH:9]=1)[C:2]1[CH:7]=[CH:6][CH:5]=[CH:4][CH:3]=1.[N-:28]=[N+:29]=[N-:30].[Na+], predict the reaction product. The product is: [N:28]([C:16]1([C:18]2[CH:23]=[CH:22][CH:21]=[C:20]([CH:24]([CH3:26])[CH3:25])[CH:19]=2)[CH2:17][N:14]([CH:1]([C:8]2[CH:13]=[CH:12][CH:11]=[CH:10][CH:9]=2)[C:2]2[CH:7]=[CH:6][CH:5]=[CH:4][CH:3]=2)[CH2:15]1)=[N+:29]=[N-:30]. (6) Given the reactants [CH2:1]([O:3][C:4]([CH:6]1[CH:10]([C:11]2[CH:16]=[CH:15][C:14]([N+:17]([O-])=O)=[CH:13][CH:12]=2)[CH2:9][N:8]([C:20](=[O:28])[CH2:21][CH2:22][C:23]([O:25][CH2:26][CH3:27])=[O:24])[CH2:7]1)=[O:5])[CH3:2], predict the reaction product. The product is: [CH2:1]([O:3][C:4]([CH:6]1[CH:10]([C:11]2[CH:16]=[CH:15][C:14]([NH2:17])=[CH:13][CH:12]=2)[CH2:9][N:8]([C:20](=[O:28])[CH2:21][CH2:22][C:23]([O:25][CH2:26][CH3:27])=[O:24])[CH2:7]1)=[O:5])[CH3:2]. (7) Given the reactants C1(O[C:8](=[O:27])[NH:9][C:10]2[S:11][C:12]3[C:18]([CH:19]4[CH2:24][O:23][CH2:22][CH2:21][O:20]4)=[CH:17][CH:16]=[C:15]([O:25][CH3:26])[C:13]=3[N:14]=2)C=CC=CC=1.FC(F)(F)C(O)=O.[CH3:35][O:36][CH2:37][CH:38]1[CH2:43][CH2:42][NH:41][CH2:40][CH2:39]1.C(N(C(C)C)C(C)C)C, predict the reaction product. The product is: [O:20]1[CH2:21][CH2:22][O:23][CH2:24][CH:19]1[C:18]1[C:12]2[S:11][C:10]([NH:9][C:8]([N:41]3[CH2:42][CH2:43][CH:38]([CH2:37][O:36][CH3:35])[CH2:39][CH2:40]3)=[O:27])=[N:14][C:13]=2[C:15]([O:25][CH3:26])=[CH:16][CH:17]=1. (8) Given the reactants C([N:4]1[C:16]2[CH:15]=[C:14]3[C:9]([CH2:10][CH2:11][N:12]([C:18]4[CH:19]=[N:20][CH:21]=[CH:22][C:23]=4[C:24]([F:27])([F:26])[F:25])[C:13]3=[O:17])=[CH:8][C:7]=2[CH:6]=[N:5]1)(=O)C.Cl, predict the reaction product. The product is: [F:26][C:24]([F:25])([F:27])[C:23]1[CH:22]=[CH:21][N:20]=[CH:19][C:18]=1[N:12]1[CH2:11][CH2:10][C:9]2[C:14](=[CH:15][C:16]3[NH:4][N:5]=[CH:6][C:7]=3[CH:8]=2)[C:13]1=[O:17]. (9) Given the reactants C([O-])(O)=O.[Na+].[SH:6][C:7]1[CH:8]=[C:9]([CH2:13][OH:14])[CH:10]=[CH:11][CH:12]=1.Br[C:16]1[CH:17]=[CH:18][C:19]([C:22]#[N:23])=[N:20][CH:21]=1, predict the reaction product. The product is: [OH:14][CH2:13][C:9]1[CH:8]=[C:7]([S:6][C:16]2[CH:17]=[CH:18][C:19]([C:22]#[N:23])=[N:20][CH:21]=2)[CH:12]=[CH:11][CH:10]=1.